This data is from Catalyst prediction with 721,799 reactions and 888 catalyst types from USPTO. The task is: Predict which catalyst facilitates the given reaction. Reactant: [CH3:1][C:2]1([CH3:23])[O:7][C:6]2[CH:8]=[CH:9][C:10]([C@@H:12](O)[CH2:13][NH:14][C:15](=[O:21])[O:16]C(C)(C)C)=[CH:11][C:5]=2[CH2:4][O:3]1.[H-].[Na+].Cl. Product: [CH3:23][C:2]1([CH3:1])[O:7][C:6]2[CH:8]=[CH:9][C:10]([C@H:12]3[O:16][C:15](=[O:21])[NH:14][CH2:13]3)=[CH:11][C:5]=2[CH2:4][O:3]1. The catalyst class is: 18.